Dataset: Full USPTO retrosynthesis dataset with 1.9M reactions from patents (1976-2016). Task: Predict the reactants needed to synthesize the given product. (1) Given the product [Cl:26][CH2:21][C:18]1[CH:19]=[CH:20][C:15]([C:12]2[C:11]3[CH:23]=[C:7]([C:5]4[O:6][C:2]([CH3:1])=[N:3][N:4]=4)[CH:8]=[CH:9][C:10]=3[O:14][CH:13]=2)=[CH:16][CH:17]=1, predict the reactants needed to synthesize it. The reactants are: [CH3:1][C:2]1[O:6][C:5]([C:7]2[CH:8]=[CH:9][C:10]3[O:14][CH:13]=[C:12]([C:15]4[CH:20]=[CH:19][C:18]([CH2:21]O)=[CH:17][CH:16]=4)[C:11]=3[CH:23]=2)=[N:4][N:3]=1.S(Cl)([Cl:26])=O. (2) Given the product [N+:1]([C:4]1[CH:5]=[C:6]([S:10]([O:24][CH2:23][CH:22]([F:25])[F:21])(=[O:12])=[O:11])[CH:7]=[CH:8][CH:9]=1)([O-:3])=[O:2], predict the reactants needed to synthesize it. The reactants are: [N+:1]([C:4]1[CH:5]=[C:6]([S:10](Cl)(=[O:12])=[O:11])[CH:7]=[CH:8][CH:9]=1)([O-:3])=[O:2].C(OC(C)C)(=O)C.[F:21][CH:22]([F:25])[CH2:23][OH:24].C(N(CC)CC)C. (3) Given the product [NH2:1][C:2]1[C:3](=[O:10])[N:4]([CH3:9])[CH:5]=[C:6]([C:24]2[C:23]([CH3:37])=[C:22]([NH:21][C:19](=[O:20])[C:18]3[CH:17]=[CH:16][C:15]([C:11]([CH3:12])([CH3:13])[CH3:14])=[CH:39][CH:38]=3)[CH:27]=[CH:26][CH:25]=2)[CH:7]=1, predict the reactants needed to synthesize it. The reactants are: [NH2:1][C:2]1[C:3](=[O:10])[N:4]([CH3:9])[CH:5]=[C:6](Br)[CH:7]=1.[C:11]([C:15]1[CH:39]=[CH:38][C:18]([C:19]([NH:21][C:22]2[CH:27]=[CH:26][CH:25]=[C:24](B3OC(C)(C)C(C)(C)O3)[C:23]=2[CH3:37])=[O:20])=[CH:17][CH:16]=1)([CH3:14])([CH3:13])[CH3:12]. (4) Given the product [CH3:7][C:5]1[NH:6][C:2]([S:1][C:24]2[CH:23]=[CH:22][C:18]3[N:19]=[CH:20][N:21]=[C:16]([NH:8][C:9]4[CH:13]=[CH:12][N:11]([CH3:14])[N:10]=4)[C:17]=3[N:25]=2)=[N:3][N:4]=1, predict the reactants needed to synthesize it. The reactants are: [SH:1][C:2]1[NH:6][C:5]([CH3:7])=[N:4][N:3]=1.[NH2:8][C:9]1[CH:13]=[CH:12][N:11]([CH3:14])[N:10]=1.Cl[C:16]1[C:17]2[N:25]=[C:24](Cl)[CH:23]=[CH:22][C:18]=2[N:19]=[CH:20][N:21]=1.